Predict which catalyst facilitates the given reaction. From a dataset of Catalyst prediction with 721,799 reactions and 888 catalyst types from USPTO. (1) Reactant: [O:1]1[CH2:6][CH2:5][N:4]([CH2:7][C:8]([OH:10])=O)[CH2:3][CH2:2]1.C(N(CC)CC)C.C([Cl:23])(=O)OCC.[CH3:24][O:25][C:26]1[CH:31]=[CH:30][C:29]([S:32]([NH:35][C:36]2[CH:41]=[CH:40][CH:39]=[CH:38][C:37]=2/[CH:42]=[CH:43]/[C:44]2[CH:49]=[CH:48][N+:47]([O-:50])=[CH:46][CH:45]=2)(=[O:34])=[O:33])=[CH:28][CH:27]=1. Product: [ClH:23].[O:1]1[CH2:2][CH2:3][N:4]([CH2:7][C:8]([N:35]([C:36]2[CH:41]=[CH:40][CH:39]=[CH:38][C:37]=2/[CH:42]=[CH:43]/[C:44]2[CH:45]=[CH:46][N+:47]([O-:50])=[CH:48][CH:49]=2)[S:32]([C:29]2[CH:28]=[CH:27][C:26]([O:25][CH3:24])=[CH:31][CH:30]=2)(=[O:33])=[O:34])=[O:10])[CH2:5][CH2:6]1. The catalyst class is: 61. (2) Reactant: [NH2:1][C:2]1[C:3]([NH:9][C:10]2[CH:15]=[C:14]([O:16][CH2:17][C:18]3[C:23]([O:24][CH3:25])=[CH:22][CH:21]=[C:20]([F:26])[C:19]=3[F:27])[C:13]([O:28][CH3:29])=[CH:12][C:11]=2[Cl:30])=[N:4][C:5]([Cl:8])=[CH:6][CH:7]=1.[H-].[Na+].Cl[C:34](Cl)([O:36]C(=O)OC(Cl)(Cl)Cl)Cl.Cl. Product: [Cl:8][C:5]1[N:4]=[C:3]2[N:9]([C:10]3[CH:15]=[C:14]([O:16][CH2:17][C:18]4[C:23]([O:24][CH3:25])=[CH:22][CH:21]=[C:20]([F:26])[C:19]=4[F:27])[C:13]([O:28][CH3:29])=[CH:12][C:11]=3[Cl:30])[C:34](=[O:36])[NH:1][C:2]2=[CH:7][CH:6]=1. The catalyst class is: 7. (3) Reactant: [C:1](=O)([O-])[O-].[Cs+].[Cs+].[CH2:7]([C:9]1[CH:14]=[CH:13][C:12]([OH:15])=[C:11]([C:16]2[CH:17]=[N:18][CH:19]=[CH:20][CH:21]=2)[CH:10]=1)[CH3:8].[CH3:22][O:23][C:24](=[O:43])[CH2:25][CH2:26][C:27]1[CH:32]=[CH:31][C:30]([O:33][CH2:34][CH2:35][C@@H:36]([O:38]S(C)(=O)=O)[CH3:37])=[CH:29][CH:28]=1.[CH3:44]OC(=O)CC. Product: [CH3:22][O:23][C:24](=[O:43])[CH2:25][CH2:26][C:27]1[CH:32]=[CH:31][C:30]([O:33][CH2:34][CH2:35][C@@H:36]([O:15][C:12]2[CH:13]=[CH:14][C:9]([CH2:7][CH3:8])=[CH:10][C:11]=2[C:16]2[CH:17]=[N:18][CH:19]=[CH:20][CH:21]=2)[CH3:37])=[CH:29][C:28]=1[CH3:1].[CH2:7]([C:9]1[CH:14]=[CH:13][C:12]([O:38][C@@H:36]([CH3:37])[CH2:35][CH2:34][O:33][C:30]2[CH:31]=[CH:32][C:27]([CH2:26][CH2:25][C:24]([OH:23])=[O:43])=[C:28]([CH3:44])[CH:29]=2)=[C:11]([C:16]2[CH:17]=[N:18][CH:19]=[CH:20][CH:21]=2)[CH:10]=1)[CH3:8]. The catalyst class is: 121. (4) Reactant: [NH2:1][CH2:2][CH2:3][CH2:4][CH2:5][CH2:6][NH:7][C:8]([CH2:10][CH2:11][N:12]1[CH2:17][CH2:16][CH:15]([O:18][C:19](=[O:33])[NH:20][C:21]2[CH:26]=[CH:25][CH:24]=[CH:23][C:22]=2[C:27]2[CH:32]=[CH:31][CH:30]=[CH:29][CH:28]=2)[CH2:14][CH2:13]1)=[O:9].[CH3:34][N:35]([CH3:49])[CH2:36][CH2:37][CH2:38][O:39][C:40]1[CH:45]=[CH:44][C:43]([CH2:46]C=O)=[CH:42][CH:41]=1.[BH-](OC(C)=O)(OC(C)=O)OC(C)=O.[Na+]. Product: [CH3:49][N:35]([CH3:34])[CH2:36][CH2:37][CH2:38][O:39][C:40]1[CH:41]=[CH:42][C:43]([CH2:46][NH:1][CH2:2][CH2:3][CH2:4][CH2:5][CH2:6][NH:7][C:8]([CH2:10][CH2:11][N:12]2[CH2:13][CH2:14][CH:15]([O:18][C:19](=[O:33])[NH:20][C:21]3[CH:26]=[CH:25][CH:24]=[CH:23][C:22]=3[C:27]3[CH:28]=[CH:29][CH:30]=[CH:31][CH:32]=3)[CH2:16][CH2:17]2)=[O:9])=[CH:44][CH:45]=1. The catalyst class is: 5. (5) Reactant: [CH3:1][C:2]([O:5][C:6]([N:8]([C:39]([O:41][C:42]([CH3:45])([CH3:44])[CH3:43])=[O:40])[C:9]([C:11]1[CH:12]=[C:13]([OH:38])[CH:14]=[C:15]2[C:19]=1[N:18]([C:20]([O:22][C:23]([CH3:26])([CH3:25])[CH3:24])=[O:21])[CH:17]=[C:16]2[CH:27]1[CH2:32][CH2:31][N:30]([S:33]([CH2:36][CH3:37])(=[O:35])=[O:34])[CH2:29][CH2:28]1)=[O:10])=[O:7])([CH3:4])[CH3:3].[CH2:46](Br)[C:47]1[CH:52]=[CH:51][CH:50]=[CH:49][CH:48]=1.C([O-])([O-])=O.[K+].[K+]. Product: [CH3:45][C:42]([O:41][C:39]([N:8]([C:6]([O:5][C:2]([CH3:1])([CH3:3])[CH3:4])=[O:7])[C:9]([C:11]1[CH:12]=[C:13]([O:38][CH2:46][C:47]2[CH:52]=[CH:51][CH:50]=[CH:49][CH:48]=2)[CH:14]=[C:15]2[C:19]=1[N:18]([C:20]([O:22][C:23]([CH3:24])([CH3:25])[CH3:26])=[O:21])[CH:17]=[C:16]2[CH:27]1[CH2:32][CH2:31][N:30]([S:33]([CH2:36][CH3:37])(=[O:34])=[O:35])[CH2:29][CH2:28]1)=[O:10])=[O:40])([CH3:44])[CH3:43]. The catalyst class is: 21. (6) Reactant: [Cl-].[Al+3].[Cl-].[Cl-].[CH3:5][O:6][N:7]=[C:8]([C:25]1[N:29]=[C:28]([CH3:30])[O:27][N:26]=1)[C:9]1[CH:14]=[C:13]([Cl:15])[CH:12]=[CH:11][C:10]=1[O:16]CC1C=CC(Cl)=CC=1.C1(OC)C=CC=CC=1. Product: [CH3:5][O:6][N:7]=[C:8]([C:25]1[N:29]=[C:28]([CH3:30])[O:27][N:26]=1)[C:9]1[CH:14]=[C:13]([Cl:15])[CH:12]=[CH:11][C:10]=1[OH:16]. The catalyst class is: 389.